This data is from Forward reaction prediction with 1.9M reactions from USPTO patents (1976-2016). The task is: Predict the product of the given reaction. (1) Given the reactants [Br:1][C:2]1[N:7]=[C:6]([CH2:8][N:9]2[CH2:14][CH2:13][O:12][CH2:11][CH2:10]2)[CH:5]=[CH:4][CH:3]=1.[Li+].CC([N-]C(C)C)C.[CH:23](=[O:25])[CH3:24], predict the reaction product. The product is: [Br:1][C:2]1[N:7]=[C:6]([CH:8]([N:9]2[CH2:10][CH2:11][O:12][CH2:13][CH2:14]2)[CH:23]([OH:25])[CH3:24])[CH:5]=[CH:4][CH:3]=1. (2) Given the reactants [NH2:1][C:2]1[C:11](Br)=[N:10][C:9]([Br:13])=[CH:8][C:3]=1[C:4]([O:6][CH3:7])=[O:5].[N:14]1([C:20]([C:22]2[CH:27]=[CH:26][C:25](B(O)O)=[CH:24][CH:23]=2)=[O:21])[CH2:19][CH2:18][O:17][CH2:16][CH2:15]1.C(=O)([O-])[O-].[Na+].[Na+], predict the reaction product. The product is: [NH2:1][C:2]1[C:11]([C:25]2[CH:24]=[CH:23][C:22]([C:20]([N:14]3[CH2:19][CH2:18][O:17][CH2:16][CH2:15]3)=[O:21])=[CH:27][CH:26]=2)=[N:10][C:9]([Br:13])=[CH:8][C:3]=1[C:4]([O:6][CH3:7])=[O:5]. (3) Given the reactants [CH2:1]([O:5][C:6]1[CH:11]=[C:10]([CH2:12][CH2:13][C:14]([O:16][CH3:17])=[O:15])[CH:9]=[CH:8][C:7]=1[C:18]1[CH:23]=[CH:22][CH:21]=[C:20]([CH2:24][NH:25][CH3:26])[CH:19]=1)[CH2:2][CH2:3][CH3:4].C(N([CH2:32][CH3:33])CC)C.[Cl:34]CCl, predict the reaction product. The product is: [C:6]([Cl:34])(=[O:5])[CH2:7][CH2:8][CH2:9][CH2:10][CH2:12][CH3:13].[CH2:1]([O:5][C:6]1[CH:11]=[C:10]([CH2:12][CH2:13][C:14]([O:16][CH3:17])=[O:15])[CH:9]=[CH:8][C:7]=1[C:18]1[CH:23]=[CH:22][CH:21]=[C:20]([CH2:24][N:25]([C:6](=[O:5])[CH2:7][CH2:8][CH2:9][CH2:10][CH2:32][CH3:33])[CH3:26])[CH:19]=1)[CH2:2][CH2:3][CH3:4]. (4) The product is: [CH3:1][O:2][C:3]1[N:8]=[C:7]2[C:6](=[CH:5][CH:4]=1)[NH:9][CH:10]=[CH:11][C:16]2=[O:17]. Given the reactants [CH3:1][O:2][C:3]1[N:8]=[CH:7][C:6]([NH:9][CH:10]=[C:11]2[C:16](=[O:17])OC(C)(C)OC2=O)=[CH:5][CH:4]=1, predict the reaction product.